The task is: Predict the reactants needed to synthesize the given product.. This data is from Full USPTO retrosynthesis dataset with 1.9M reactions from patents (1976-2016). The reactants are: Cl[C:2]1[N:10]=[C:9]2[C:5]([NH:6][C:7](=[O:12])[N:8]2[CH3:11])=[CH:4][N:3]=1.[C:13]1(/[CH:19]=[CH:20]/B(O)O)[CH:18]=[CH:17][CH:16]=[CH:15][CH:14]=1.C(=O)([O-])[O-].[K+].[K+].Cl. Given the product [CH3:11][N:8]1[C:7](=[O:12])[NH:6][C:5]2[C:9]1=[N:10][C:2](/[CH:20]=[CH:19]/[C:13]1[CH:18]=[CH:17][CH:16]=[CH:15][CH:14]=1)=[N:3][CH:4]=2, predict the reactants needed to synthesize it.